This data is from Catalyst prediction with 721,799 reactions and 888 catalyst types from USPTO. The task is: Predict which catalyst facilitates the given reaction. (1) Reactant: [CH3:1][O:2][C:3]1[CH:4]=[C:5]([CH:29]=[CH:30][C:31]=1[O:32][CH3:33])[O:6][C@@H:7]([C:23]1[CH:28]=[CH:27][CH:26]=[CH:25][CH:24]=1)[CH2:8][CH2:9][N:10]1[CH2:15][CH2:14][CH:13]([C:16]2[CH:22]=[CH:21][C:19]([NH2:20])=[CH:18][CH:17]=2)[CH2:12][CH2:11]1.[C:34](Cl)(=[O:38])[CH:35]([CH3:37])[CH3:36].C(N(CC)C(C)C)(C)C. The catalyst class is: 2. Product: [CH3:1][O:2][C:3]1[CH:4]=[C:5]([CH:29]=[CH:30][C:31]=1[O:32][CH3:33])[O:6][C@@H:7]([C:23]1[CH:24]=[CH:25][CH:26]=[CH:27][CH:28]=1)[CH2:8][CH2:9][N:10]1[CH2:11][CH2:12][CH:13]([C:16]2[CH:22]=[CH:21][C:19]([NH:20][C:34](=[O:38])[CH:35]([CH3:37])[CH3:36])=[CH:18][CH:17]=2)[CH2:14][CH2:15]1. (2) Reactant: [C:1]([O:5][C:6](=[O:25])[N:7]([CH2:23][CH3:24])[CH2:8][CH2:9][N:10]1[CH2:15][CH2:14][C:13]2[NH:16][C:17]([CH:20]=O)=[C:18]([CH3:19])[C:12]=2[C:11]1=[O:22])([CH3:4])([CH3:3])[CH3:2].[F:26][C:27]1[CH:28]=[C:29]2[C:33](=[CH:34][CH:35]=1)N[C:31](=[O:36])[CH2:30]2.N1CCCC[CH2:38]1. Product: [C:1]([O:5][C:6](=[O:25])[N:7]([CH2:23][CH3:24])[CH2:8][CH2:9][N:10]1[CH2:15][CH2:14][C:13]2[NH:16][C:17]([CH:20]=[C:30]3[C:29]4[C:33](=[CH:34][CH:35]=[C:27]([F:26])[CH:28]=4)[CH2:38][C:31]3=[O:36])=[C:18]([CH3:19])[C:12]=2[C:11]1=[O:22])([CH3:4])([CH3:3])[CH3:2]. The catalyst class is: 8.